This data is from Full USPTO retrosynthesis dataset with 1.9M reactions from patents (1976-2016). The task is: Predict the reactants needed to synthesize the given product. (1) Given the product [F:23][CH:9]1[C:4](=[O:3])[CH2:5][CH2:6][N:7]([C:10]2[CH:15]=[CH:14][C:13]([N+:16]([O-:18])=[O:17])=[CH:12][C:11]=2[F:19])[CH2:8]1, predict the reactants needed to synthesize it. The reactants are: C[Si](C)(C)[O:3][CH:4]1[CH2:9][CH2:8][N:7]([C:10]2[CH:15]=[CH:14][C:13]([N+:16]([O-:18])=[O:17])=[CH:12][C:11]=2[F:19])[CH2:6][CH2:5]1.[B-](F)(F)(F)[F:23].[B-](F)(F)(F)F.C1[N+]2(CCl)CC[N+](F)(CC2)C1. (2) Given the product [C:34]([O:11][C:9]([N:8]1[CH:20]([CH3:21])[C:19]2[C:18](=[O:22])[NH:29][CH:27]=[N:28][C:6]=2[CH2:7]1)=[O:10])([CH3:35])([CH3:39])[CH3:40], predict the reactants needed to synthesize it. The reactants are: [H-].[Na+].C(O[C:6](=O)[CH2:7][NH:8][C:9]([O:11]CC)=[O:10])C.C(O[C:18](=[O:22])[CH:19]=[CH:20][CH3:21])C.C(O)(=O)C.[CH:27]([NH2:29])=[NH:28].[O-]CC.[Na+].[C:34]1([CH3:40])[CH:39]=CC=C[CH:35]=1. (3) The reactants are: [OH-:1].[Na+].[CH2:3]([N:10]([CH3:20])[C:11]1([C:18]#[N:19])[CH2:14][N:13]([C:15]([O-:17])=[O:16])[CH2:12]1)[C:4]1[CH:9]=[CH:8][CH:7]=[CH:6][CH:5]=1.OO. Given the product [NH2:19][C:18]([C:11]1([N:10]([CH2:3][C:4]2[CH:5]=[CH:6][CH:7]=[CH:8][CH:9]=2)[CH3:20])[CH2:14][N:13]([C:15]([O:17][C:4]([CH3:9])([CH3:5])[CH3:3])=[O:16])[CH2:12]1)=[O:1], predict the reactants needed to synthesize it. (4) Given the product [O:41]=[C:27]1[NH:28][CH:29]=[C:30]([NH:32][C:55]([C:53]2[CH:52]=[N:51][N:50]([C@H:48]([C:42]3[CH:47]=[CH:46][CH:45]=[CH:44][CH:43]=3)[CH3:49])[CH:54]=2)=[O:56])[CH:31]=[C:26]1[C:9]1[NH:8][C:16]2[C:11]([CH:10]=1)=[CH:12][C:13]([CH2:17][N:28]1[CH2:29][CH2:30][CH2:31][CH2:26][CH2:27]1)=[CH:14][CH:15]=2, predict the reactants needed to synthesize it. The reactants are: C(OC([N:8]1[C:16]2[C:11](=[CH:12][C:13]([C:17](C)(C)O[SiH2]C(C)(C)C)=[CH:14][CH:15]=2)[CH:10]=[C:9]1[C:26]1[C:27](=[O:41])[N:28](COCC[Si](C)(C)C)[CH:29]=[C:30]([NH2:32])[CH:31]=1)=O)(C)(C)C.[C:42]1([C@@H:48]([N:50]2[CH:54]=[C:53]([C:55](Cl)=[O:56])[CH:52]=[N:51]2)[CH3:49])[CH:47]=[CH:46][CH:45]=[CH:44][CH:43]=1. (5) Given the product [NH2:8][C:9]1[CH:10]=[CH:11][C:12]([C:15]2[CH:16]=[N:17][C:18]([NH:27][CH3:26])=[C:19]([C:21]([O:23][CH3:24])=[O:22])[CH:20]=2)=[N:13][CH:14]=1, predict the reactants needed to synthesize it. The reactants are: C(OC([NH:8][C:9]1[CH:10]=[CH:11][C:12]([C:15]2[CH:16]=[N:17][C:18](Cl)=[C:19]([C:21]([O:23][CH3:24])=[O:22])[CH:20]=2)=[N:13][CH:14]=1)=O)(C)(C)C.[CH3:26][NH2:27]. (6) Given the product [N+:1]([C:4]1[CH:11]=[CH:10][C:7]([CH:8]=[N:15][OH:16])=[CH:6][CH:5]=1)([O-:3])=[O:2], predict the reactants needed to synthesize it. The reactants are: [N+:1]([C:4]1[CH:11]=[CH:10][C:7]([CH:8]=O)=[CH:6][CH:5]=1)([O-:3])=[O:2].CO.Cl.[NH2:15][OH:16].C(=O)([O-])[O-].[Na+].[Na+].